Dataset: Catalyst prediction with 721,799 reactions and 888 catalyst types from USPTO. Task: Predict which catalyst facilitates the given reaction. (1) Product: [Cl:1][C:2]1[N:7]=[CH:6][C:5]([CH:8]2[NH:18][C:11](=[O:13])[CH2:10][CH2:9]2)=[CH:4][CH:3]=1. Reactant: [Cl:1][C:2]1[N:7]=[CH:6][C:5]([C:8](=O)[CH2:9][CH2:10][C:11]([O:13]C)=O)=[CH:4][CH:3]=1.[BH3-]C#[N:18].[Na+]. The catalyst class is: 5. (2) Reactant: [Br:1][C:2]1[CH:10]=[CH:9][C:5](/[CH:6]=[N:7]/[OH:8])=[C:4]([O:11][CH2:12][C:13]#[C:14][C:15]2[C:19]([C:20]([F:23])([F:22])[F:21])=[C:18]([C:24]3[CH:29]=[CH:28][CH:27]=[CH:26][CH:25]=3)[O:17][N:16]=2)[CH:3]=1.BrN1C(=O)CCC1=O.C(N(CC)CC)C. Product: [Br:1][C:2]1[CH:10]=[CH:9][C:5]2[C:6]3=[N:7][O:8][C:14]([C:15]4[C:19]([C:20]([F:23])([F:21])[F:22])=[C:18]([C:24]5[CH:29]=[CH:28][CH:27]=[CH:26][CH:25]=5)[O:17][N:16]=4)=[C:13]3[CH2:12][O:11][C:4]=2[CH:3]=1. The catalyst class is: 42. (3) The catalyst class is: 96. Reactant: P(Cl)(Cl)([Cl:3])=O.[O:6]1[CH2:12][CH2:11][CH2:10][C:9](=O)[CH2:8][CH2:7]1.CN(C)[CH:16]=[O:17]. Product: [Cl:3][C:10]1=[C:9]([CH:16]=[O:17])[CH2:8][CH2:7][O:6][CH2:12][CH2:11]1.